From a dataset of Reaction yield outcomes from USPTO patents with 853,638 reactions. Predict the reaction yield, written as a fraction of the theoretical maximum amount of product (1.0 means a 100% yield; for example, 0.34 means a 34% yield). (1) The catalyst is CO.O. The yield is 0.900. The product is [CH2:20]([O:19][C:6]1[C:5]([C:3]([OH:4])=[O:2])=[CH:9][N:8]([CH2:10][C:11]2[CH:12]=[CH:13][C:14]([O:17][CH3:18])=[CH:15][CH:16]=2)[N:7]=1)[CH:21]=[CH2:22]. The reactants are C[O:2][C:3]([C:5]1[C:6]([O:19][CH2:20][CH:21]=[CH2:22])=[N:7][N:8]([CH2:10][C:11]2[CH:16]=[CH:15][C:14]([O:17][CH3:18])=[CH:13][CH:12]=2)[CH:9]=1)=[O:4].[OH-].[Na+].Cl. (2) The reactants are [NH:1]1[C:9]2[C:4](=[CH:5][CH:6]=[CH:7][CH:8]=2)[C:3]([C:10]2[CH2:15][CH2:14][N:13]([C:16]3[CH2:17][CH2:18][C:19]4[N:20]([C:22]([C:25]([F:28])([F:27])[F:26])=[N:23][N:24]=4)[N:21]=3)[CH2:12][CH:11]=2)=[CH:2]1.C([O-])=O.[NH4+]. The catalyst is [Pd].C(O)C. The product is [NH:1]1[C:9]2[C:4](=[CH:5][CH:6]=[CH:7][CH:8]=2)[C:3]([CH:10]2[CH2:11][CH2:12][N:13]([C:16]3[CH2:17][CH2:18][C:19]4[N:20]([C:22]([C:25]([F:28])([F:27])[F:26])=[N:23][N:24]=4)[N:21]=3)[CH2:14][CH2:15]2)=[CH:2]1. The yield is 0.690. (3) The reactants are C([O:8][C:9]1[C:10](=[O:32])[N:11]([CH2:15][C:16](=[O:31])[N:17]([C:25]2[CH:30]=[CH:29][CH:28]=[CH:27][CH:26]=2)[CH2:18][C:19]2[CH:24]=[CH:23][CH:22]=[CH:21][CH:20]=2)[CH:12]=[CH:13][CH:14]=1)C1C=CC=CC=1.[H][H]. The catalyst is CCO.[Pd].[Fe+3]. The product is [OH:8][C:9]1[C:10](=[O:32])[N:11]([CH2:15][C:16](=[O:31])[N:17]([C:25]2[CH:26]=[CH:27][CH:28]=[CH:29][CH:30]=2)[CH2:18][C:19]2[CH:24]=[CH:23][CH:22]=[CH:21][CH:20]=2)[CH:12]=[CH:13][CH:14]=1. The yield is 0.220. (4) The reactants are [CH3:1][N:2]1[CH2:7][CH2:6][C:5](=[O:8])[CH2:4][CH2:3]1.[S:9]([O:14]C)([O:12][CH3:13])(=[O:11])=[O:10]. The catalyst is CC(C)=O. The product is [CH3:13][O:12][S:9]([O-:14])(=[O:11])=[O:10].[CH3:1][N+:2]1([CH3:13])[CH2:7][CH2:6][C:5](=[O:8])[CH2:4][CH2:3]1. The yield is 0.987.